Dataset: Full USPTO retrosynthesis dataset with 1.9M reactions from patents (1976-2016). Task: Predict the reactants needed to synthesize the given product. (1) Given the product [CH:1]1([C:31](=[O:32])[CH:30]([C:37]2[CH:38]=[CH:39][C:40]([S:43]([CH3:46])(=[O:45])=[O:44])=[CH:41][CH:42]=2)[CH2:29][C:25]2[CH:26]=[CH:27][CH:28]=[C:23]([C:21]3[CH:22]=[C:13]([C:10]([S:7]([CH3:6])(=[O:9])=[O:8])([CH3:12])[CH3:11])[CH:14]=[C:15]4[C:20]=3[N:19]=[CH:18][CH:17]=[CH:16]4)[CH:24]=2)[CH2:3][CH2:2]1, predict the reactants needed to synthesize it. The reactants are: [CH:1]1([Mg]Br)[CH2:3][CH2:2]1.[CH3:6][S:7]([C:10]([C:13]1[CH:14]=[C:15]2[C:20](=[C:21]([C:23]3[CH:24]=[C:25]([CH2:29][CH:30]([C:37]4[CH:42]=[CH:41][C:40]([S:43]([CH3:46])(=[O:45])=[O:44])=[CH:39][CH:38]=4)[C:31](N(OC)C)=[O:32])[CH:26]=[CH:27][CH:28]=3)[CH:22]=1)[N:19]=[CH:18][CH:17]=[CH:16]2)([CH3:12])[CH3:11])(=[O:9])=[O:8]. (2) Given the product [CH2:6]([O:13][C:14](=[O:15])[N:19]([CH2:17][CH2:18][OH:5])[CH3:22])[C:7]1[CH:12]=[CH:11][CH:10]=[CH:9][CH:8]=1, predict the reactants needed to synthesize it. The reactants are: CNC([OH:5])C.[CH2:6]([O:13][C:14](Cl)=[O:15])[C:7]1[CH:12]=[CH:11][CH:10]=[CH:9][CH:8]=1.[CH2:17]([N:19]([CH2:22]C)CC)[CH3:18]. (3) Given the product [Cl:1][C:2]1[CH:3]=[C:4]([C:17]2[N:22]=[C:21]([CH3:23])[N:20]=[C:19]([NH2:24])[N:18]=2)[C:5]([NH:8][C:9]2[CH:10]=[N:11][C:12]([O:15][CH3:16])=[CH:13][CH:14]=2)=[N:6][CH:7]=1, predict the reactants needed to synthesize it. The reactants are: [Cl:1][C:2]1[CH:3]=[C:4]([C:17]2[N:22]=[C:21]([CH3:23])[N:20]=[C:19]([N:24](CC3C=CC(OC)=CC=3)CC3C=CC(OC)=CC=3)[N:18]=2)[C:5]([NH:8][C:9]2[CH:10]=[N:11][C:12]([O:15][CH3:16])=[CH:13][CH:14]=2)=[N:6][CH:7]=1.